Dataset: Full USPTO retrosynthesis dataset with 1.9M reactions from patents (1976-2016). Task: Predict the reactants needed to synthesize the given product. Given the product [CH:1]([C:4]1[N:5]=[C:6]([C:9]2[CH:18]=[C:17]([O:19][CH2:20][CH2:21][C@@H:22]3[NH:36][C:35](=[O:37])[N:34]([CH3:38])[CH2:33][CH2:32][CH2:31][CH2:30][CH:29]=[CH:28][C@H:27]4[C@@:25]([C:39]([NH:54][S:51]([C:48]5([CH2:46][CH3:47])[CH2:50][CH2:49]5)(=[O:53])=[O:52])=[O:40])([CH2:26]4)[NH:24][C:23]3=[O:42])[C:16]3[C:11](=[C:12]([Cl:45])[C:13]([O:43][CH3:44])=[CH:14][CH:15]=3)[N:10]=2)[S:7][CH:8]=1)([CH3:3])[CH3:2], predict the reactants needed to synthesize it. The reactants are: [CH:1]([C:4]1[N:5]=[C:6]([C:9]2[CH:18]=[C:17]([O:19][CH2:20][CH2:21][C@@H:22]3[NH:36][C:35](=[O:37])[N:34]([CH3:38])[CH2:33][CH2:32][CH2:31][CH2:30][CH:29]=[CH:28][C@H:27]4[C@@:25]([C:39](O)=[O:40])([CH2:26]4)[NH:24][C:23]3=[O:42])[C:16]3[C:11](=[C:12]([Cl:45])[C:13]([O:43][CH3:44])=[CH:14][CH:15]=3)[N:10]=2)[S:7][CH:8]=1)([CH3:3])[CH3:2].[CH2:46]([C:48]1([S:51]([NH-:54])(=[O:53])=[O:52])[CH2:50][CH2:49]1)[CH3:47].